This data is from Full USPTO retrosynthesis dataset with 1.9M reactions from patents (1976-2016). The task is: Predict the reactants needed to synthesize the given product. (1) Given the product [CH2:1]([C:3]1[N:18]=[N:17][C:6]2[NH:7][C:8]3[CH:16]=[CH:15][CH:14]=[CH:13][C:9]=3[NH:10][C:11](=[O:12])[C:5]=2[CH:4]=1)[CH3:2], predict the reactants needed to synthesize it. The reactants are: [CH:1]([C:3]1[N:18]=[N:17][C:6]2[NH:7][C:8]3[CH:16]=[CH:15][CH:14]=[CH:13][C:9]=3[NH:10][C:11](=[O:12])[C:5]=2[CH:4]=1)=[CH2:2].[H][H]. (2) Given the product [CH3:23][N:2]1[CH2:3][CH:4]2[CH2:5][CH2:6][C:1]1([C:9]1[NH:13][C:12]3[CH:14]=[CH:15][CH:16]=[C:17]([C:18]([NH2:20])=[O:19])[C:11]=3[N:10]=1)[CH2:8][CH2:7]2, predict the reactants needed to synthesize it. The reactants are: [C:1]12([C:9]3[NH:13][C:12]4[CH:14]=[CH:15][CH:16]=[C:17]([C:18]([NH2:20])=[O:19])[C:11]=4[N:10]=3)[CH2:8][CH2:7][CH:4]([CH2:5][CH2:6]1)[CH2:3][NH:2]2.C=O.[C:23]([BH3-])#N.[Na+]. (3) Given the product [NH2:9][C:8]1[C:3]2[CH2:4][CH2:5][CH2:6][CH2:7][C:2]=2[S:16][C:17]=1[C:18]([O:20][CH2:21][CH3:22])=[O:19], predict the reactants needed to synthesize it. The reactants are: Cl[C:2]1[CH2:7][CH2:6][CH2:5][CH2:4][C:3]=1[C:8]#[N:9].C(=O)([O-])[O-].[K+].[K+].[SH:16][CH2:17][C:18]([O:20][CH2:21][CH3:22])=[O:19]. (4) The reactants are: [NH2:1][C:2]1[CH:10]=[CH:9][C:8]([O:11][CH3:12])=[CH:7][C:3]=1[C:4]([OH:6])=[O:5].Cl[C:14](Cl)([O:16]C(=O)OC(Cl)(Cl)Cl)Cl. Given the product [CH3:12][O:11][C:8]1[CH:9]=[CH:10][C:2]2[NH:1][C:14](=[O:16])[O:5][C:4](=[O:6])[C:3]=2[CH:7]=1, predict the reactants needed to synthesize it. (5) The reactants are: [Cl:1][C:2]1[CH:7]=[C:6]([O:8][CH3:9])[CH:5]=[C:4]([Cl:10])[C:3]=1[CH2:11]O.P(Br)(Br)[Br:14].C([O-])(O)=O.[Na+]. Given the product [Br:14][CH2:11][C:3]1[C:2]([Cl:1])=[CH:7][C:6]([O:8][CH3:9])=[CH:5][C:4]=1[Cl:10], predict the reactants needed to synthesize it. (6) Given the product [CH2:1]([NH:4][C:5]1[N:10]=[C:9]([NH:11][CH2:12][CH2:13][CH3:14])[N:8]=[C:7]([NH:15][O:16][CH2:17][CH:21]([F:25])[F:20])[N:6]=1)[CH2:2][CH3:3], predict the reactants needed to synthesize it. The reactants are: [CH2:1]([NH:4][C:5]1[N:10]=[C:9]([NH:11][CH2:12][CH2:13][CH3:14])[N:8]=[C:7]([N:15](C)[O:16][CH3:17])[N:6]=1)[CH2:2][CH3:3].Cl.[F:20][CH:21]([F:25])CON.